Dataset: Reaction yield outcomes from USPTO patents with 853,638 reactions. Task: Predict the reaction yield, written as a fraction of the theoretical maximum amount of product (1.0 means a 100% yield; for example, 0.34 means a 34% yield). (1) The reactants are Cl[C:2]1[N:7]=[C:6]([NH:8][CH2:9][CH2:10][CH3:11])[N:5]=[C:4]([NH:12][CH2:13][CH2:14][CH3:15])[N:3]=1.Cl.[CH2:17]([O:19][NH:20][CH3:21])[CH3:18]. No catalyst specified. The product is [CH2:13]([NH:12][C:4]1[N:5]=[C:6]([NH:8][CH2:9][CH2:10][CH3:11])[N:7]=[C:2]([N:20]([CH3:21])[O:19][CH2:17][CH3:18])[N:3]=1)[CH2:14][CH3:15]. The yield is 0.930. (2) The reactants are [N:1]1([C:6]2[CH:11]=[CH:10][C:9]([NH2:12])=[C:8]([CH3:13])[CH:7]=2)[CH:5]=[CH:4][N:3]=[CH:2]1.[CH3:14][C:15]([O:17]C(C)=O)=O.[N+:21]([O-])([OH:23])=[O:22].[OH-].[NH4+]. The catalyst is C(Cl)Cl.O.OS(O)(=O)=O. The product is [N:1]1([C:6]2[CH:11]=[C:10]([N+:21]([O-:23])=[O:22])[C:9]([NH:12][C:15](=[O:17])[CH3:14])=[C:8]([CH3:13])[CH:7]=2)[CH:5]=[CH:4][N:3]=[CH:2]1. The yield is 0.410. (3) The product is [N+:8]([C:4]1[CH:3]=[C:2]([CH:7]=[CH:6][CH:5]=1)[O:11][C:12]1[CH:13]=[N:14][CH:15]=[CH:16][CH:17]=1)([O-:10])=[O:9]. The catalyst is CN(C=O)C. The yield is 0.720. The reactants are F[C:2]1[CH:7]=[CH:6][CH:5]=[C:4]([N+:8]([O-:10])=[O:9])[CH:3]=1.[OH:11][C:12]1[CH:13]=[N:14][CH:15]=[CH:16][CH:17]=1.C([O-])([O-])=O.[K+].[K+].